Dataset: Forward reaction prediction with 1.9M reactions from USPTO patents (1976-2016). Task: Predict the product of the given reaction. (1) Given the reactants [CH:1]1([C:4]2[N:5]=[C:6]3[C:12]([C:13]([OH:15])=O)=[CH:11][NH:10][C:7]3=[N:8][CH:9]=2)[CH2:3][CH2:2]1.[NH2:16][C@@H:17]([CH:22]1[CH2:24][CH2:23]1)[C:18]([CH3:21])([OH:20])[CH3:19].C(Cl)CCl.C1C=CC2N(O)N=NC=2C=1.CCN(C(C)C)C(C)C, predict the reaction product. The product is: [CH:22]1([C@H:17]([NH:16][C:13]([C:12]2[C:6]3[C:7](=[N:8][CH:9]=[C:4]([CH:1]4[CH2:2][CH2:3]4)[N:5]=3)[NH:10][CH:11]=2)=[O:15])[C:18]([OH:20])([CH3:21])[CH3:19])[CH2:24][CH2:23]1. (2) Given the reactants C([N:8]([CH2:35][C@H:36]([OH:58])[CH2:37][O:38][C:39]1[CH:44]=[CH:43][C:42]([O:45]CC2C=CC=CC=2)=[C:41]([NH:53][S:54]([CH3:57])(=[O:56])=[O:55])[CH:40]=1)[C@H:9]1[CH2:14][CH2:13][C@H:12]([C:15]2[CH:34]=[CH:33][C:18]([C:19]([NH:21][CH2:22][CH2:23][C:24]3[C:32]4[C:27](=[CH:28][CH:29]=[CH:30][CH:31]=4)[NH:26][CH:25]=3)=[O:20])=[CH:17][CH:16]=2)[CH2:11][CH2:10]1)C1C=CC=CC=1, predict the reaction product. The product is: [OH:58][C@H:36]([CH2:37][O:38][C:39]1[CH:44]=[CH:43][C:42]([OH:45])=[C:41]([NH:53][S:54]([CH3:57])(=[O:55])=[O:56])[CH:40]=1)[CH2:35][NH:8][C@H:9]1[CH2:14][CH2:13][C@H:12]([C:15]2[CH:34]=[CH:33][C:18]([C:19]([NH:21][CH2:22][CH2:23][C:24]3[C:32]4[C:27](=[CH:28][CH:29]=[CH:30][CH:31]=4)[NH:26][CH:25]=3)=[O:20])=[CH:17][CH:16]=2)[CH2:11][CH2:10]1.